Dataset: Peptide-MHC class I binding affinity with 185,985 pairs from IEDB/IMGT. Task: Regression. Given a peptide amino acid sequence and an MHC pseudo amino acid sequence, predict their binding affinity value. This is MHC class I binding data. (1) The peptide sequence is YQAENSTAE. The binding affinity (normalized) is 0.213. The MHC is HLA-B15:01 with pseudo-sequence HLA-B15:01. (2) The peptide sequence is QTFSVLACY. The MHC is Patr-B0101 with pseudo-sequence Patr-B0101. The binding affinity (normalized) is 0.447. (3) The peptide sequence is RQKLKDAEK. The MHC is HLA-A02:16 with pseudo-sequence HLA-A02:16. The binding affinity (normalized) is 0.0847. (4) The peptide sequence is ILNTIQFMH. The MHC is HLA-A03:01 with pseudo-sequence HLA-A03:01. The binding affinity (normalized) is 0.250. (5) The peptide sequence is GVFHTMWHVT. The MHC is HLA-A32:01 with pseudo-sequence HLA-A32:01. The binding affinity (normalized) is 0.111. (6) The peptide sequence is TEFFMSRKL. The MHC is HLA-A03:01 with pseudo-sequence HLA-A03:01. The binding affinity (normalized) is 0.0847.